Dataset: Full USPTO retrosynthesis dataset with 1.9M reactions from patents (1976-2016). Task: Predict the reactants needed to synthesize the given product. (1) The reactants are: [C:1]([O:5][C:6]([N:8]1[CH2:13][CH2:12][CH:11]([C:14]([OH:16])=O)[CH:10]([C:17]2[CH:22]=[CH:21][CH:20]=[CH:19][CH:18]=2)[CH2:9]1)=[O:7])([CH3:4])([CH3:3])[CH3:2].CCN=C=NCCCN(C)C.Cl.C1C=CC2N(O)N=NC=2C=1.[F:45][C:46]([F:60])([F:59])[C:47]1[CH:48]=[C:49]([CH:52]=[C:53]([C:55]([F:58])([F:57])[F:56])[CH:54]=1)[CH2:50][NH2:51]. Given the product [F:45][C:46]([F:59])([F:60])[C:47]1[CH:48]=[C:49]([CH:52]=[C:53]([C:55]([F:58])([F:56])[F:57])[CH:54]=1)[CH2:50][NH:51][C:14]([C@H:11]1[CH2:12][CH2:13][N:8]([C:6]([O:5][C:1]([CH3:4])([CH3:2])[CH3:3])=[O:7])[CH2:9][C@H:10]1[C:17]1[CH:18]=[CH:19][CH:20]=[CH:21][CH:22]=1)=[O:16], predict the reactants needed to synthesize it. (2) Given the product [OH:3][CH:1]([C:4]1[CH:5]=[CH:6][C:7]([NH:10][C:11](=[O:28])[CH:12]([NH:16][C:17](=[O:27])[CH2:18][C:19]2[CH:20]=[C:21]([F:26])[CH:22]=[C:23]([F:25])[CH:24]=2)[CH2:13][CH2:14][CH3:15])=[N:8][CH:9]=1)[CH3:2], predict the reactants needed to synthesize it. The reactants are: [C:1]([C:4]1[CH:5]=[CH:6][C:7]([NH:10][C:11](=[O:28])[CH:12]([NH:16][C:17](=[O:27])[CH2:18][C:19]2[CH:24]=[C:23]([F:25])[CH:22]=[C:21]([F:26])[CH:20]=2)[CH2:13][CH2:14][CH3:15])=[N:8][CH:9]=1)(=[O:3])[CH3:2].[BH4-].[Na+]. (3) Given the product [CH:27]([NH:30][C:24]([C:20]1[C:21]2[C:16](=[CH:15][C:14]([O:13][C:7]3[C:6]4[C:11](=[CH:12][C:3]([O:2][CH3:1])=[CH:4][CH:5]=4)[N:10]=[CH:9][CH:8]=3)=[CH:23][CH:22]=2)[CH:17]=[CH:18][CH:19]=1)=[O:25])([CH3:29])[CH3:28], predict the reactants needed to synthesize it. The reactants are: [CH3:1][O:2][C:3]1[CH:12]=[C:11]2[C:6]([C:7]([O:13][C:14]3[CH:15]=[C:16]4[C:21](=[CH:22][CH:23]=3)[C:20]([C:24](O)=[O:25])=[CH:19][CH:18]=[CH:17]4)=[CH:8][CH:9]=[N:10]2)=[CH:5][CH:4]=1.[CH:27]([NH2:30])([CH3:29])[CH3:28]. (4) Given the product [ClH:27].[F:19][C:20]([F:30])([F:31])[O:21][C:22]1[CH:29]=[CH:28][C:25]([CH2:26][S:18][C:9]2[NH:8][C@H:7]([C:1]3[CH:2]=[CH:3][CH:4]=[CH:5][CH:6]=3)[C@H:11]([C:12]3[CH:13]=[CH:14][CH:15]=[CH:16][CH:17]=3)[N:10]=2)=[CH:24][CH:23]=1, predict the reactants needed to synthesize it. The reactants are: [C:1]1([C@H:7]2[C@@H:11]([C:12]3[CH:17]=[CH:16][CH:15]=[CH:14][CH:13]=3)[NH:10][C:9](=[S:18])[NH:8]2)[CH:6]=[CH:5][CH:4]=[CH:3][CH:2]=1.[F:19][C:20]([F:31])([F:30])[O:21][C:22]1[CH:29]=[CH:28][C:25]([CH2:26][Cl:27])=[CH:24][CH:23]=1. (5) Given the product [F:36][CH:16]1[CH:15]([NH:14][CH2:12][C:10]2[CH:9]=[CH:8][C:5]3[O:6][CH2:7][C:2](=[O:1])[NH:3][C:4]=3[N:11]=2)[CH2:20][CH2:19][N:18]([CH2:21][CH2:22][N:23]2[C:32]3[C:27](=[CH:28][CH:29]=[C:30]([C:33]#[N:34])[CH:31]=3)[CH:26]=[CH:25][C:24]2=[O:35])[CH2:17]1, predict the reactants needed to synthesize it. The reactants are: [O:1]=[C:2]1[CH2:7][O:6][C:5]2[CH:8]=[CH:9][C:10]([CH:12]=O)=[N:11][C:4]=2[NH:3]1.[NH2:14][CH:15]1[CH2:20][CH2:19][N:18]([CH2:21][CH2:22][N:23]2[C:32]3[C:27](=[CH:28][CH:29]=[C:30]([C:33]#[N:34])[CH:31]=3)[CH:26]=[CH:25][C:24]2=[O:35])[CH2:17][CH:16]1[F:36]. (6) Given the product [Cl:1][C:2]1[CH:3]=[C:4]([N:8]2[C:13](=[O:14])[C:12]([O:15][CH2:16][CH2:17][CH:18]([CH3:20])[CH3:19])=[C:11]([C:21]3[CH:26]=[CH:25][C:24]([S:27]([NH2:31])(=[O:29])=[O:28])=[CH:23][CH:22]=3)[CH:10]=[N:9]2)[CH:5]=[CH:6][CH:7]=1, predict the reactants needed to synthesize it. The reactants are: [Cl:1][C:2]1[CH:3]=[C:4]([N:8]2[C:13](=[O:14])[C:12]([O:15][CH2:16][CH2:17][CH:18]([CH3:20])[CH3:19])=[C:11]([C:21]3[CH:26]=[CH:25][C:24]([S:27](C)(=[O:29])=[O:28])=[CH:23][CH:22]=3)[CH:10]=[N:9]2)[CH:5]=[CH:6][CH:7]=1.[NH3:31]. (7) Given the product [CH:2]([O:15][N:16]1[C:17](=[O:26])[C:18]2=[CH:25][CH:24]=[CH:23][CH:22]=[C:19]2[C:20]1=[O:21])([C:9]1[CH:14]=[CH:13][CH:12]=[CH:11][CH:10]=1)[C:3]1[CH:8]=[CH:7][CH:6]=[CH:5][CH:4]=1, predict the reactants needed to synthesize it. The reactants are: Cl[CH:2]([C:9]1[CH:14]=[CH:13][CH:12]=[CH:11][CH:10]=1)[C:3]1[CH:8]=[CH:7][CH:6]=[CH:5][CH:4]=1.[OH:15][N:16]1[C:20](=[O:21])[C:19]2=[CH:22][CH:23]=[CH:24][CH:25]=[C:18]2[C:17]1=[O:26].CCN(CC)CC.O.